From a dataset of Aqueous solubility values for 9,982 compounds from the AqSolDB database. Regression/Classification. Given a drug SMILES string, predict its absorption, distribution, metabolism, or excretion properties. Task type varies by dataset: regression for continuous measurements (e.g., permeability, clearance, half-life) or binary classification for categorical outcomes (e.g., BBB penetration, CYP inhibition). For this dataset (solubility_aqsoldb), we predict Y. (1) The drug is CC(C)OC(=O)C(O)(c1ccc(Cl)cc1)c1cccc(Cl)c1. The Y is -4.53 log mol/L. (2) The drug is Clc1cc(Cl)c(Cl)cc1Cl. The Y is -5.47 log mol/L. (3) The drug is Clc1ccc(Oc2cc(Cl)c(Cl)c(Cl)c2Cl)cc1Cl. The Y is -8.78 log mol/L. (4) The molecule is Cl/C=C\CCl. The Y is -1.71 log mol/L. (5) The drug is CC(Oc1ccc(Oc2ccc(Cl)cc2Cl)cc1)C(=O)O. The Y is -5.04 log mol/L. (6) The drug is CC=C(C)C. The Y is -2.23 log mol/L. (7) The drug is O=C(O)C(S)CS. The Y is -0.237 log mol/L. (8) The molecule is CC(=O)Nc1ccc(Br)cc1. The Y is -3.08 log mol/L.